From a dataset of Forward reaction prediction with 1.9M reactions from USPTO patents (1976-2016). Predict the product of the given reaction. (1) Given the reactants Cl.[C:2]([N:5]1[CH2:10][CH2:9][CH:8]([NH2:11])[CH2:7][CH2:6]1)(=[O:4])[CH3:3].C(N(C(C)C)CC)(C)C.[F:21][C:22]1[CH:27]=[CH:26][C:25]([S:28](Cl)(=[O:30])=[O:29])=[CH:24][CH:23]=1, predict the reaction product. The product is: [C:2]([N:5]1[CH2:10][CH2:9][CH:8]([NH:11][S:28]([C:25]2[CH:26]=[CH:27][C:22]([F:21])=[CH:23][CH:24]=2)(=[O:30])=[O:29])[CH2:7][CH2:6]1)(=[O:4])[CH3:3]. (2) Given the reactants C([Li])CCC.[CH3:6][O:7][C:8]1[CH:9]=[C:10]([C:14]2[CH:19]=[CH:18][CH:17]=[C:16]([CH:20]3[S:25][CH2:24][CH2:23][CH2:22][S:21]3)[CH:15]=2)[CH:11]=[CH:12][CH:13]=1.CN1[C:32]2[CH:33]=[CH:34][C:35](C=O)=[CH:36][C:31]=2[O:30][CH2:29][CH2:28]1.[O:39]1CCC[CH2:40]1, predict the reaction product. The product is: [O:30]1[C:31]2[CH:32]=[CH:33][C:34]([CH:40]([C:20]3([C:16]4[CH:15]=[C:14]([C:10]5[CH:11]=[CH:12][CH:13]=[C:8]([O:7][CH3:6])[CH:9]=5)[CH:19]=[CH:18][CH:17]=4)[S:21][CH2:22][CH2:23][CH2:24][S:25]3)[OH:39])=[CH:35][C:36]=2[CH2:28][CH2:29]1. (3) Given the reactants C(OC([N:8]1[CH2:13][CH2:12][CH:11]([C:14]2[N:15]=[C:16]([S:23][CH2:24][C:25]3[CH:30]=[C:29]([CH3:31])[CH:28]=[CH:27][C:26]=3[CH3:32])[NH:17][C:18](=[O:22])[C:19]=2[C:20]#[N:21])[CH2:10][CH2:9]1)=O)(C)(C)C.C(O)(C(F)(F)F)=O, predict the reaction product. The product is: [CH3:32][C:26]1[CH:27]=[CH:28][C:29]([CH3:31])=[CH:30][C:25]=1[CH2:24][S:23][C:16]1[NH:17][C:18](=[O:22])[C:19]([C:20]#[N:21])=[C:14]([CH:11]2[CH2:12][CH2:13][NH:8][CH2:9][CH2:10]2)[N:15]=1. (4) Given the reactants [C:1]([OH:8])(=[O:7])[CH2:2][CH2:3][CH2:4][C:5]#[CH:6].[C:9]([O:15][CH2:16][N:17]=[N+:18]=[N-:19])(=[O:14])[C:10]([CH3:13])([CH3:12])[CH3:11].O=C1O[C@H]([C@H](CO)O)C([O-])=C1O.[Na+], predict the reaction product. The product is: [C:9]([O:15][CH2:16][N:17]1[CH:6]=[C:5]([CH2:4][CH2:3][CH2:2][C:1]([OH:8])=[O:7])[N:19]=[N:18]1)(=[O:14])[C:10]([CH3:13])([CH3:12])[CH3:11]. (5) Given the reactants [H-].[Na+].[Cl:3][C:4]1[CH:14]=[CH:13][C:7]([O:8][CH2:9][C:10]([OH:12])=[O:11])=[C:6]([NH:15][C:16]2[CH:21]=[CH:20][C:19]([S:22]([CH3:25])(=[O:24])=[O:23])=[CH:18][C:17]=2[Cl:26])[CH:5]=1.[CH3:27]I.[OH-].[Na+].Cl, predict the reaction product. The product is: [Cl:3][C:4]1[CH:14]=[CH:13][C:7]([O:8][CH2:9][C:10]([OH:12])=[O:11])=[C:6]([N:15]([C:16]2[CH:21]=[CH:20][C:19]([S:22]([CH3:25])(=[O:23])=[O:24])=[CH:18][C:17]=2[Cl:26])[CH3:27])[CH:5]=1. (6) Given the reactants C([O:3][C:4](=[O:14])[CH:5]([CH3:13])[CH2:6][C:7]1[CH:12]=[CH:11][CH:10]=[CH:9][N:8]=1)C.O.[OH-].[Li+], predict the reaction product. The product is: [CH3:13][CH:5]([CH2:6][C:7]1[CH:12]=[CH:11][CH:10]=[CH:9][N:8]=1)[C:4]([OH:14])=[O:3]. (7) Given the reactants [F:1][C:2]([F:13])([F:12])[C:3]1[CH:8]=[CH:7][CH:6]=[CH:5][C:4]=1[N:9]=[C:10]=[O:11].C(N(CC)CC)C.[Cl:21][C:22]1[CH:29]=[C:28]([O:30][CH2:31][CH:32]=[C:33]([Cl:35])[Cl:34])[CH:27]=[C:26]([Cl:36])[C:23]=1[CH2:24][NH2:25].N(CC([O-])=O)C.[K+], predict the reaction product. The product is: [Cl:21][C:22]1[CH:29]=[C:28]([O:30][CH2:31][CH:32]=[C:33]([Cl:34])[Cl:35])[CH:27]=[C:26]([Cl:36])[C:23]=1[CH2:24][NH:25][C:10]([NH:9][C:4]1[CH:5]=[CH:6][CH:7]=[CH:8][C:3]=1[C:2]([F:12])([F:13])[F:1])=[O:11]. (8) Given the reactants [NH2:1][C:2]1[C:3]([O:12][CH:13]([C:20]2[CH:25]=[CH:24][CH:23]=[CH:22][CH:21]=2)[C:14]2[CH:19]=[CH:18][CH:17]=[CH:16][CH:15]=2)=[C:4]([CH:9]=[CH:10][CH:11]=1)[C:5]([O:7]C)=O.Br[C:27]1[C:32]([CH:33]=O)=[C:31]([CH3:35])[CH:30]=[CH:29][N:28]=1.C[Al](C)C.[CH3:40][NH:41][CH2:42][CH:43]1[CH2:46][CH2:45][CH2:44]1, predict the reaction product. The product is: [CH:43]1([CH2:42][N:41]([CH3:40])[C:5]([C:4]2[CH:9]=[CH:10][C:11]3[C:2]([C:3]=2[O:12][CH:13]([C:20]2[CH:25]=[CH:24][CH:23]=[CH:22][CH:21]=2)[C:14]2[CH:19]=[CH:18][CH:17]=[CH:16][CH:15]=2)=[N:1][C:27]2[N:28]=[CH:29][CH:30]=[C:31]([CH3:35])[C:32]=2[CH:33]=3)=[O:7])[CH2:46][CH2:45][CH2:44]1.